The task is: Predict the reactants needed to synthesize the given product.. This data is from Full USPTO retrosynthesis dataset with 1.9M reactions from patents (1976-2016). (1) Given the product [OH:1][C:2]1[N:7]([C:8]2[CH:13]=[CH:12][CH:11]=[CH:10][C:9]=2[N+:14]([O-:16])=[O:15])[C:6](=[O:17])[N:5]([CH2:18][C:19]2[CH:24]=[CH:23][CH:22]=[CH:21][CH:20]=2)[C:4](=[O:25])[C:3]=1[C:26]([NH:54][CH2:41][C:42]([OH:44])=[O:43])=[O:27], predict the reactants needed to synthesize it. The reactants are: [OH:1][C:2]1[N:7]([C:8]2[CH:13]=[CH:12][CH:11]=[CH:10][C:9]=2[N+:14]([O-:16])=[O:15])[C:6](=[O:17])[N:5]([CH2:18][C:19]2[CH:24]=[CH:23][CH:22]=[CH:21][CH:20]=2)[C:4](=[O:25])[C:3]=1[C:26](OCC)=[O:27].C1(CNC([CH:41](C(OCC)=O)[C:42]([O:44]CC)=[O:43])=O)C=CC=CC=1.[H-].[Na+].[N+:54](C1C=CC=CC=1N=C=O)([O-])=O. (2) Given the product [O:6]=[C:7]1[C:12]([C:13]([F:16])([F:14])[F:15])=[N:11][C:10]([C:17]([O:19][CH3:20])=[O:18])=[CH:9][NH:8]1, predict the reactants needed to synthesize it. The reactants are: S(Cl)(Cl)=O.Cl.[O:6]=[C:7]1[C:12]([C:13]([F:16])([F:15])[F:14])=[N:11][C:10]([C:17]([OH:19])=[O:18])=[CH:9][NH:8]1.[CH3:20]O. (3) Given the product [CH3:35][C:2]([CH3:1])([CH3:36])[C:3]#[C:4][C:5]1[S:9][C:8]([C:10]([OH:12])=[O:11])=[C:7]([N:14]([C@H:24]2[CH2:29][CH2:28][CH2:27][N:26]([CH2:30][CH2:31][O:32][CH3:33])[C:25]2=[O:34])[C:15]([C@H:17]2[CH2:22][CH2:21][C@H:20]([CH3:23])[CH2:19][CH2:18]2)=[O:16])[CH:6]=1, predict the reactants needed to synthesize it. The reactants are: [CH3:1][C:2]([CH3:36])([CH3:35])[C:3]#[C:4][C:5]1[S:9][C:8]([C:10]([O:12]C)=[O:11])=[C:7]([N:14]([C@H:24]2[CH2:29][CH2:28][CH2:27][N:26]([CH2:30][CH2:31][O:32][CH3:33])[C:25]2=[O:34])[C:15]([C@H:17]2[CH2:22][CH2:21][C@H:20]([CH3:23])[CH2:19][CH2:18]2)=[O:16])[CH:6]=1. (4) Given the product [Cl:36][C:37]1[CH:42]=[C:41]([Cl:43])[CH:40]=[CH:39][C:38]=1[C:44]1[C:49]([C:50]2[NH:54][CH:53]=[CH:52][N:51]=2)=[CH:48][N:47]=[C:46]([NH:55][CH2:56][CH2:57][NH:58][C:24]2[N:29]=[C:28]([N:30]([CH3:32])[CH3:31])[C:27]([N+:33]([O-:35])=[O:34])=[CH:26][CH:25]=2)[N:45]=1, predict the reactants needed to synthesize it. The reactants are: ClC1C=C(Cl)C=CC=1C1C(N2C=CN=C2)=CN=C(CCN)N=1.Cl[C:24]1[N:29]=[C:28]([N:30]([CH3:32])[CH3:31])[C:27]([N+:33]([O-:35])=[O:34])=[CH:26][CH:25]=1.[Cl:36][C:37]1[CH:42]=[C:41]([Cl:43])[CH:40]=[CH:39][C:38]=1[C:44]1[C:49]([C:50]2[NH:51][CH:52]=[CH:53][N:54]=2)=[CH:48][N:47]=[C:46]([NH:55][CH2:56][CH2:57][NH:58]C2C=CC([N+]([O-])=O)=C(OC)N=2)[N:45]=1. (5) Given the product [Br:11][C:5]1[CH:6]=[C:7]([NH2:8])[C:2]([NH2:1])=[N:3][CH:4]=1, predict the reactants needed to synthesize it. The reactants are: [NH2:1][C:2]1[C:7]([N+:8]([O-])=O)=[CH:6][C:5]([Br:11])=[CH:4][N:3]=1.